Dataset: Reaction yield outcomes from USPTO patents with 853,638 reactions. Task: Predict the reaction yield, written as a fraction of the theoretical maximum amount of product (1.0 means a 100% yield; for example, 0.34 means a 34% yield). The product is [C:20]([O:19][C:17]([N:15]1[CH2:16][CH:9]2[CH:10]([O:11][CH2:12][CH2:13][N:8]2[CH3:1])[CH2:14]1)=[O:18])([CH3:23])([CH3:22])[CH3:21]. The yield is 0.434. The reactants are [CH2:1]([N:8]1[CH2:13][CH2:12][O:11][CH:10]2[CH2:14][N:15]([C:17]([O:19][C:20]([CH3:23])([CH3:22])[CH3:21])=[O:18])[CH2:16][CH:9]12)C1C=CC=CC=1.C=O. The catalyst is CCO.CC#N.[OH-].[OH-].[Pd+2].